Dataset: Full USPTO retrosynthesis dataset with 1.9M reactions from patents (1976-2016). Task: Predict the reactants needed to synthesize the given product. (1) Given the product [CH3:16][O:15][N:14]=[C:12]1[CH2:11][CH:10]([C:17]2[N:18]=[C:34]([CH:30]3[CH2:31][CH2:32][CH2:33][N:28]([CH3:27])[CH2:29]3)[O:20][N:19]=2)[N:9]([C:7]([C:4]2[CH:3]=[CH:2][C:1]([C:21]3[CH:26]=[CH:25][CH:24]=[CH:23][CH:22]=3)=[CH:6][CH:5]=2)=[O:8])[CH2:13]1, predict the reactants needed to synthesize it. The reactants are: [C:1]1([C:21]2[CH:26]=[CH:25][CH:24]=[CH:23][CH:22]=2)[CH:6]=[CH:5][C:4]([C:7]([N:9]2[CH2:13][C:12](=[N:14][O:15][CH3:16])[CH2:11][C@H:10]2[C:17](=[N:19][OH:20])[NH2:18])=[O:8])=[CH:3][CH:2]=1.[CH3:27][N:28]1[CH2:33][CH2:32][CH2:31][CH:30]([C:34](O)=O)[CH2:29]1. (2) Given the product [C:43]1([CH3:53])[CH:44]=[CH:45][C:46]([S:49]([OH:52])(=[O:50])=[O:51])=[CH:47][CH:48]=1.[NH2:21][CH:6]([CH3:20])[C:7]([C:9]1[CH:14]=[CH:13][C:12]([F:15])=[C:11]([C:16]([F:19])([F:18])[F:17])[CH:10]=1)=[O:8], predict the reactants needed to synthesize it. The reactants are: [N-]=[N+]=[N-].[Na+].Br[CH:6]([CH3:20])[C:7]([C:9]1[CH:14]=[CH:13][C:12]([F:15])=[C:11]([C:16]([F:19])([F:18])[F:17])[CH:10]=1)=[O:8].[N-:21]=[N+]=[N-].C1(P(C2C=CC=CC=2)C2C=CC=CC=2)C=CC=CC=1.[C:43]1([CH3:53])[CH:48]=[CH:47][C:46]([S:49]([OH:52])(=[O:51])=[O:50])=[CH:45][CH:44]=1.